This data is from Forward reaction prediction with 1.9M reactions from USPTO patents (1976-2016). The task is: Predict the product of the given reaction. (1) Given the reactants [CH2:1]([O:3][C:4]([C:6]1[C:7](Cl)=[N:8][C:9]([S:12][CH3:13])=[N:10][CH:11]=1)=[O:5])[CH3:2].C(N(CC)CC)C.[CH:22]1([NH2:27])[CH2:26][CH2:25][CH2:24][CH2:23]1, predict the reaction product. The product is: [CH2:1]([O:3][C:4]([C:6]1[C:7]([NH:27][CH:22]2[CH2:26][CH2:25][CH2:24][CH2:23]2)=[N:8][C:9]([S:12][CH3:13])=[N:10][CH:11]=1)=[O:5])[CH3:2]. (2) Given the reactants [C:1]([C:3]1[CH:8]=[CH:7][C:6]([NH:9][C:10]2[N:15]=[C:14]([NH:16][CH2:17][CH2:18][CH3:19])[C:13](I)=[CH:12][N:11]=2)=[CH:5][CH:4]=1)#[N:2].C(N(CC)CC)C.[CH2:28]([N:33]1[C:37](=[O:38])[C:36]2=[CH:39][CH:40]=[CH:41][CH:42]=[C:35]2[C:34]1=[O:43])[CH2:29][CH2:30][C:31]#[CH:32].O, predict the reaction product. The product is: [C:1]([C:3]1[CH:8]=[CH:7][C:6]([NH:9][C:10]2[N:15]=[C:14]([NH:16][CH2:17][CH2:18][CH3:19])[C:13]([C:32]#[C:31][CH2:30][CH2:29][CH2:28][N:33]3[C:34](=[O:43])[C:35]4[C:36](=[CH:39][CH:40]=[CH:41][CH:42]=4)[C:37]3=[O:38])=[CH:12][N:11]=2)=[CH:5][CH:4]=1)#[N:2]. (3) The product is: [Br:1][C:2]1[CH:11]=[CH:10][C:5]2[C:6](=[O:9])[O:7][CH2:8][C:4]=2[C:3]=1[CH2:12][CH2:13][OH:15]. Given the reactants [Br:1][C:2]1[CH:11]=[CH:10][C:5]2[C:6](=[O:9])[O:7][CH2:8][C:4]=2[C:3]=1[CH2:12][CH:13]=C.[O:15]=[O+][O-].[BH4-].[Na+], predict the reaction product. (4) Given the reactants [C:1]([C:3]1[C:4]([C:29]2[CH:34]=[CH:33][C:32]([OH:35])=[CH:31][CH:30]=2)=[N:5][N:6]2[CH:11]([C:12]3[CH:17]=[CH:16][CH:15]=[CH:14][C:13]=3[NH:18][C:19](=[O:28])[O:20][CH2:21][C:22]3[CH:27]=[CH:26][CH:25]=[CH:24][CH:23]=3)[CH2:10][CH2:9][NH:8][C:7]=12)#[N:2].[F:36][C:37]1[CH:42]=[CH:41][C:40](B(O)O)=[CH:39][CH:38]=1.CO, predict the reaction product. The product is: [C:1]([C:3]1[C:4]([C:29]2[CH:30]=[CH:31][C:32]([O:35][C:40]3[CH:41]=[CH:42][C:37]([F:36])=[CH:38][CH:39]=3)=[CH:33][CH:34]=2)=[N:5][N:6]2[CH:11]([C:12]3[CH:17]=[CH:16][CH:15]=[CH:14][C:13]=3[NH:18][C:19](=[O:28])[O:20][CH2:21][C:22]3[CH:27]=[CH:26][CH:25]=[CH:24][CH:23]=3)[CH2:10][CH2:9][NH:8][C:7]=12)#[N:2].